Dataset: Catalyst prediction with 721,799 reactions and 888 catalyst types from USPTO. Task: Predict which catalyst facilitates the given reaction. Reactant: [CH3:1][C:2]([OH:7])([CH3:6])[CH2:3][CH2:4][OH:5].[CH3:8][C:9]1[CH:14]=[CH:13][C:12]([S:15](Cl)(=[O:17])=[O:16])=[CH:11][CH:10]=1. Product: [CH3:8][C:9]1[CH:14]=[CH:13][C:12]([S:15]([O:5][CH2:4][CH2:3][C:2]([OH:7])([CH3:6])[CH3:1])(=[O:17])=[O:16])=[CH:11][CH:10]=1. The catalyst class is: 2.